This data is from NCI-60 drug combinations with 297,098 pairs across 59 cell lines. The task is: Regression. Given two drug SMILES strings and cell line genomic features, predict the synergy score measuring deviation from expected non-interaction effect. (1) Drug 2: CC(C)CN1C=NC2=C1C3=CC=CC=C3N=C2N. Synergy scores: CSS=13.6, Synergy_ZIP=-1.69, Synergy_Bliss=0.808, Synergy_Loewe=-1.44, Synergy_HSA=-1.70. Drug 1: C1CN1P(=S)(N2CC2)N3CC3. Cell line: M14. (2) Synergy scores: CSS=51.4, Synergy_ZIP=-6.36, Synergy_Bliss=-5.48, Synergy_Loewe=-3.72, Synergy_HSA=0.0188. Cell line: RPMI-8226. Drug 1: C1=CN(C(=O)N=C1N)C2C(C(C(O2)CO)O)O.Cl. Drug 2: C1CN1C2=NC(=NC(=N2)N3CC3)N4CC4. (3) Drug 1: CCCCCOC(=O)NC1=NC(=O)N(C=C1F)C2C(C(C(O2)C)O)O. Drug 2: CNC(=O)C1=NC=CC(=C1)OC2=CC=C(C=C2)NC(=O)NC3=CC(=C(C=C3)Cl)C(F)(F)F. Cell line: NCIH23. Synergy scores: CSS=-0.124, Synergy_ZIP=1.36, Synergy_Bliss=2.37, Synergy_Loewe=0.0412, Synergy_HSA=0.109. (4) Drug 1: CN(C)C1=NC(=NC(=N1)N(C)C)N(C)C. Drug 2: C1CC(=O)NC(=O)C1N2C(=O)C3=CC=CC=C3C2=O. Cell line: RPMI-8226. Synergy scores: CSS=-11.7, Synergy_ZIP=5.20, Synergy_Bliss=-2.99, Synergy_Loewe=-11.7, Synergy_HSA=-12.7. (5) Drug 1: CC(CN1CC(=O)NC(=O)C1)N2CC(=O)NC(=O)C2. Drug 2: C1=NNC2=C1C(=O)NC=N2. Cell line: SF-268. Synergy scores: CSS=17.2, Synergy_ZIP=-0.401, Synergy_Bliss=8.80, Synergy_Loewe=-0.764, Synergy_HSA=5.43. (6) Drug 2: COC1=C2C(=CC3=C1OC=C3)C=CC(=O)O2. Drug 1: C1=C(C(=O)NC(=O)N1)N(CCCl)CCCl. Cell line: NCIH23. Synergy scores: CSS=22.3, Synergy_ZIP=-0.982, Synergy_Bliss=-4.22, Synergy_Loewe=-12.7, Synergy_HSA=-4.59. (7) Drug 1: C1=CC(=CC=C1CC(C(=O)O)N)N(CCCl)CCCl.Cl. Drug 2: C(=O)(N)NO. Cell line: SW-620. Synergy scores: CSS=30.0, Synergy_ZIP=-7.49, Synergy_Bliss=1.12, Synergy_Loewe=-13.2, Synergy_HSA=-1.31. (8) Drug 1: C1=NC2=C(N1)C(=S)N=C(N2)N. Drug 2: CC1=C(C(=O)C2=C(C1=O)N3CC4C(C3(C2COC(=O)N)OC)N4)N. Cell line: EKVX. Synergy scores: CSS=25.1, Synergy_ZIP=-3.94, Synergy_Bliss=-3.44, Synergy_Loewe=-4.39, Synergy_HSA=-3.67. (9) Drug 1: C1CN(P(=O)(OC1)NCCCl)CCCl. Drug 2: C1C(C(OC1N2C=NC(=NC2=O)N)CO)O. Cell line: PC-3. Synergy scores: CSS=4.21, Synergy_ZIP=-5.07, Synergy_Bliss=-3.03, Synergy_Loewe=-5.07, Synergy_HSA=-3.95. (10) Drug 1: CC1=C(C(=CC=C1)Cl)NC(=O)C2=CN=C(S2)NC3=CC(=NC(=N3)C)N4CCN(CC4)CCO. Drug 2: CS(=O)(=O)OCCCCOS(=O)(=O)C. Cell line: HL-60(TB). Synergy scores: CSS=31.7, Synergy_ZIP=-2.48, Synergy_Bliss=-2.07, Synergy_Loewe=3.15, Synergy_HSA=3.32.